From a dataset of Reaction yield outcomes from USPTO patents with 853,638 reactions. Predict the reaction yield, written as a fraction of the theoretical maximum amount of product (1.0 means a 100% yield; for example, 0.34 means a 34% yield). (1) The reactants are I[C:2]1[N:3]=[C:4]([C@@H:7]2[CH2:11][C@H:10]([CH3:12])[CH2:9][N:8]2[C:13]([O:15][C:16]([CH3:19])([CH3:18])[CH3:17])=[O:14])[NH:5][CH:6]=1.[CH3:20][Si:21]([CH3:34])([CH3:33])[C:22]#[C:23][C:24]1[CH:29]=[CH:28][C:27](B(O)O)=[CH:26][CH:25]=1.C(Cl)Cl.C([O-])(O)=O.[Na+]. The catalyst is C(O)(C)C. The product is [CH3:12][C@@H:10]1[CH2:9][N:8]([C:13]([O:15][C:16]([CH3:19])([CH3:18])[CH3:17])=[O:14])[C@H:7]([C:4]2[NH:5][CH:6]=[C:2]([C:27]3[CH:28]=[CH:29][C:24]([C:23]#[C:22][Si:21]([CH3:20])([CH3:34])[CH3:33])=[CH:25][CH:26]=3)[N:3]=2)[CH2:11]1. The yield is 0.950. (2) The reactants are [Br:1][C:2]1[CH:3]=[C:4]2[C:9](=[CH:10][C:11]=1[O:12][CH3:13])[N:8]=[C:7](O)[N:6]=[CH:5]2.P(Cl)(Cl)([Cl:17])=O. No catalyst specified. The product is [Br:1][C:2]1[CH:3]=[C:4]2[C:9](=[CH:10][C:11]=1[O:12][CH3:13])[N:8]=[C:7]([Cl:17])[N:6]=[CH:5]2. The yield is 0.550. (3) The reactants are [OH:1][C:2]1[CH:11]=[C:10]2[C:5]([C:6](=[O:14])[CH:7]([CH3:13])[CH:8]([CH3:12])[O:9]2)=[C:4]2[O:15][C:16](=[O:22])[CH:17]=[C:18]([CH2:19][CH2:20][CH3:21])[C:3]=12.[Cl-].[Ce+3].[Cl-].[Cl-].[BH4-].[Na+]. The catalyst is CO. The product is [OH:1][C:2]1[CH:11]=[C:10]2[C:5]([CH:6]([OH:14])[CH:7]([CH3:13])[CH:8]([CH3:12])[O:9]2)=[C:4]2[O:15][C:16](=[O:22])[CH:17]=[C:18]([CH2:19][CH2:20][CH3:21])[C:3]=12. The yield is 0.980.